Predict the reaction yield, written as a fraction of the theoretical maximum amount of product (1.0 means a 100% yield; for example, 0.34 means a 34% yield). From a dataset of Reaction yield outcomes from USPTO patents with 853,638 reactions. (1) The reactants are [F:1][C:2]1[CH:3]=[C:4]([NH2:21])[CH:5]=[CH:6][C:7]=1[O:8][C:9]1[CH:14]=[CH:13][N:12]=[C:11]2[CH:15]=[C:16]([CH2:18][CH2:19][CH3:20])[S:17][C:10]=12.[C:22]1([CH2:28][C:29]([N:31]=[C:32]=[S:33])=[O:30])[CH:27]=[CH:26][CH:25]=[CH:24][CH:23]=1. The catalyst is C1(C)C=CC=CC=1.C(O)C. The product is [F:1][C:2]1[CH:3]=[C:4]([NH:21][C:32]([NH:31][C:29](=[O:30])[CH2:28][C:22]2[CH:23]=[CH:24][CH:25]=[CH:26][CH:27]=2)=[S:33])[CH:5]=[CH:6][C:7]=1[O:8][C:9]1[CH:14]=[CH:13][N:12]=[C:11]2[CH:15]=[C:16]([CH2:18][CH2:19][CH3:20])[S:17][C:10]=12. The yield is 0.580. (2) The yield is 0.260. The catalyst is CS(C)=O. The reactants are Cl.[C@H:2]12[CH2:8][C@H:5]([NH:6][CH2:7]1)[CH2:4][N:3]2[C:9]([C@@:11]1([CH2:25][CH3:26])[CH2:15][CH2:14][C@@H:13]([NH:16][C@@H:17]2[CH2:22][CH2:21][O:20][CH2:19][C@H:18]2[O:23][CH3:24])[CH2:12]1)=[O:10].C(N(CC)CC)C.Cl[C:35]1[CH:40]=[C:39]([C:41]([F:44])([F:43])[F:42])[CH:38]=[CH:37][N:36]=1. The product is [CH2:25]([C@:11]1([C:9]([N:3]2[CH2:4][C@@H:5]3[CH2:8][C@H:2]2[CH2:7][N:6]3[C:35]2[CH:40]=[C:39]([C:41]([F:44])([F:43])[F:42])[CH:38]=[CH:37][N:36]=2)=[O:10])[CH2:15][CH2:14][C@@H:13]([NH:16][C@@H:17]2[C@H:18]([O:23][CH3:24])[CH2:19][O:20][CH2:21][CH2:22]2)[CH2:12]1)[CH3:26]. (3) The reactants are [Br:1][C:2]1[CH:11]=[CH:10][C:5]([C:6]([NH:8][NH2:9])=[O:7])=[CH:4][C:3]=1[CH3:12].[CH:13](OCC)(OCC)OCC. No catalyst specified. The product is [Br:1][C:2]1[CH:11]=[CH:10][C:5]([C:6]2[O:7][CH:13]=[N:9][N:8]=2)=[CH:4][C:3]=1[CH3:12]. The yield is 0.900. (4) The reactants are [C:1]([OH:9])(=[O:8])[C:2]1[CH:7]=[CH:6][CH:5]=[CH:4][CH:3]=1.Br[CH2:11][C:12]#[N:13]. The catalyst is CN(C)C=O. The product is [C:1]([O:9][CH2:11][C:12]#[N:13])(=[O:8])[C:2]1[CH:7]=[CH:6][CH:5]=[CH:4][CH:3]=1. The yield is 0.950. (5) The reactants are [F:1][C:2]1[CH:7]=[CH:6][C:5]([C:8]2[C:12]3[C:13](=[O:17])[NH:14][CH2:15][CH2:16][C:11]=3[NH:10][C:9]=2[CH:18]=O)=[CH:4][CH:3]=1.[Cl:20][C:21]1[CH:22]=[C:23]2[C:27](=[CH:28][CH:29]=1)[NH:26][C:25](=[O:30])[CH2:24]2. No catalyst specified. The product is [Cl:20][C:21]1[CH:22]=[C:23]2[C:27](=[CH:28][CH:29]=1)[NH:26][C:25](=[O:30])[C:24]2=[CH:18][C:9]1[NH:10][C:11]2[CH2:16][CH2:15][NH:14][C:13](=[O:17])[C:12]=2[C:8]=1[C:5]1[CH:4]=[CH:3][C:2]([F:1])=[CH:7][CH:6]=1. The yield is 0.342. (6) The reactants are [Cl-].O[NH3+:3].[C:4](=[O:7])([O-])[OH:5].[Na+].CS(C)=O.[Si]([O:20][CH:21]([C:51]1[CH:56]=[CH:55][C:54]([F:57])=[CH:53][CH:52]=1)[CH2:22][N:23]1[C:28](=[O:29])[C:27]([CH2:30][C:31]2[CH:36]=[CH:35][C:34]([C:37]3[C:38]([C:43]#[N:44])=[CH:39][CH:40]=[CH:41][CH:42]=3)=[CH:33][CH:32]=2)=[C:26]([CH2:45][CH2:46][CH3:47])[N:25]2[N:48]=[CH:49][N:50]=[C:24]12)(C(C)(C)C)(C)C. The catalyst is O.C(OCC)(=O)C. The product is [F:57][C:54]1[CH:55]=[CH:56][C:51]([CH:21]([OH:20])[CH2:22][N:23]2[C:28](=[O:29])[C:27]([CH2:30][C:31]3[CH:32]=[CH:33][C:34]([C:37]4[CH:42]=[CH:41][CH:40]=[CH:39][C:38]=4[C:43]4[NH:44][C:4](=[O:7])[O:5][N:3]=4)=[CH:35][CH:36]=3)=[C:26]([CH2:45][CH2:46][CH3:47])[N:25]3[N:48]=[CH:49][N:50]=[C:24]23)=[CH:52][CH:53]=1. The yield is 0.610. (7) The reactants are CCCC[N+](CCCC)(CCCC)CCCC.[F-].[CH3:19][O:20][C:21]1[CH:84]=[CH:83][C:24]([C:25]([O:38][C@@H:39]2[C@@H:43]([CH2:44][O:45][Si](C(C)(C)C)(C)C)[O:42][C@@H:41]([N:53]3[CH:81]=[CH:80][C:57]([NH:58][C:59]([C:74]4[CH:79]=[CH:78][CH:77]=[CH:76][CH:75]=4)([C:68]4[CH:73]=[CH:72][CH:71]=[CH:70][CH:69]=4)[C:60]4[CH:65]=[CH:64][C:63]([O:66][CH3:67])=[CH:62][CH:61]=4)=[N:56][C:54]3=[O:55])[C@@H:40]2[F:82])([C:32]2[CH:37]=[CH:36][CH:35]=[CH:34][CH:33]=2)[C:26]2[CH:31]=[CH:30][CH:29]=[CH:28][CH:27]=2)=[CH:23][CH:22]=1. The product is [CH3:19][O:20][C:21]1[CH:84]=[CH:83][C:24]([C:25]([O:38][C@@H:39]2[C@@H:43]([CH2:44][OH:45])[O:42][C@@H:41]([N:53]3[CH:81]=[CH:80][C:57]([NH:58][C:59]([C:74]4[CH:75]=[CH:76][CH:77]=[CH:78][CH:79]=4)([C:68]4[CH:69]=[CH:70][CH:71]=[CH:72][CH:73]=4)[C:60]4[CH:65]=[CH:64][C:63]([O:66][CH3:67])=[CH:62][CH:61]=4)=[N:56][C:54]3=[O:55])[C@@H:40]2[F:82])([C:32]2[CH:33]=[CH:34][CH:35]=[CH:36][CH:37]=2)[C:26]2[CH:27]=[CH:28][CH:29]=[CH:30][CH:31]=2)=[CH:23][CH:22]=1. The catalyst is C1COCC1. The yield is 0.930.